From a dataset of Forward reaction prediction with 1.9M reactions from USPTO patents (1976-2016). Predict the product of the given reaction. (1) Given the reactants [CH3:1][O:2][CH2:3][CH2:4][N:5]1[CH:14]([C:15]2[S:16][CH:17]=[CH:18][CH:19]=2)[CH:13]([C:20]([NH:22][C:23]2[CH:31]=[CH:30][C:26]([C:27]([OH:29])=O)=[CH:25][CH:24]=2)=[O:21])[C:12]2[C:7](=[CH:8][CH:9]=[CH:10][CH:11]=2)[C:6]1=[O:32].CN(C(ON1N=NC2C=CC=NC1=2)=[N+](C)C)C.F[P-](F)(F)(F)(F)F.C(N(C(C)C)CC)(C)C.[CH2:66]([NH2:73])[C:67]1[CH:72]=[CH:71][CH:70]=[CH:69][CH:68]=1, predict the reaction product. The product is: [CH2:66]([NH:73][C:27]([C:26]1[CH:25]=[CH:24][C:23]([NH:22][C:20]([CH:13]2[C:12]3[C:7](=[CH:8][CH:9]=[CH:10][CH:11]=3)[C:6](=[O:32])[N:5]([CH2:4][CH2:3][O:2][CH3:1])[CH:14]2[C:15]2[S:16][CH:17]=[CH:18][CH:19]=2)=[O:21])=[CH:31][CH:30]=1)=[O:29])[C:67]1[CH:72]=[CH:71][CH:70]=[CH:69][CH:68]=1. (2) Given the reactants C[O:2][C:3](=[O:20])[CH:4]([C:11]1[CH:16]=[CH:15][C:14]([S:17][CH3:18])=[C:13]([Cl:19])[CH:12]=1)[CH2:5][CH:6]1[CH2:10][CH2:9][CH2:8][CH2:7]1.[OH-].[K+], predict the reaction product. The product is: [Cl:19][C:13]1[CH:12]=[C:11]([CH:4]([CH2:5][CH:6]2[CH2:10][CH2:9][CH2:8][CH2:7]2)[C:3]([OH:20])=[O:2])[CH:16]=[CH:15][C:14]=1[S:17][CH3:18]. (3) Given the reactants [C:1]1(=[O:7])[O:6][C:4](=[O:5])[CH2:3][CH2:2]1.[CH3:8][N:9]([CH3:13])[CH2:10][CH2:11][NH2:12].O1CCOCC1, predict the reaction product. The product is: [CH3:8][N:9]([CH3:13])[CH2:10][CH2:11][NH:12][C:1](=[O:7])[CH2:2][CH2:3][C:4]([OH:6])=[O:5]. (4) The product is: [C:28]([O:32][C:33]([NH:35][CH:36]([CH2:40][C:41]1[CH:46]=[CH:45][C:44]([C:47]#[N:48])=[CH:43][CH:42]=1)[C:37]([N:10]1[CH2:11][CH2:16][CH2:15][CH2:14]1)=[O:39])=[O:34])([CH3:29])([CH3:30])[CH3:31]. Given the reactants F[P-](F)(F)(F)(F)F.N1(O[P+](N(C)C)(N(C)C)N(C)C)C2C=[CH:14][CH:15]=[CH:16][C:11]=2[N:10]=N1.[C:28]([O:32][C:33]([NH:35][CH:36]([CH2:40][C:41]1[CH:46]=[CH:45][C:44]([C:47]#[N:48])=[CH:43][CH:42]=1)[C:37]([OH:39])=O)=[O:34])([CH3:31])([CH3:30])[CH3:29].N1CCCC1.C(N1CCOCC1)C, predict the reaction product. (5) The product is: [NH2:7][CH2:8][CH2:9][NH:10][C:6]([NH:7][C@@H:8]1[CH2:12][CH2:11][N:10]([C:15]2[CH:20]=[CH:19][CH:18]=[CH:17][N:16]=2)[CH2:9]1)=[O:13]. Given the reactants C(O[C:6](=[O:13])[NH:7][C@@H:8]1[CH2:12][CH2:11][NH:10][CH2:9]1)(C)(C)C.Cl[C:15]1[CH:20]=[CH:19][CH:18]=[CH:17][N:16]=1, predict the reaction product. (6) Given the reactants [Cl:1][C:2]1[CH:7]=[C:6]([Cl:8])[CH:5]=[CH:4][C:3]=1[C:9]1[C:27](=[O:28])[N:26]([CH3:29])[C:12]2[N:13]([CH3:25])[C:14]3[C:19]([C:11]=2[CH:10]=1)=[CH:18][C:17]([C:20]1[CH:24]=[CH:23][NH:22][N:21]=1)=[CH:16][CH:15]=3.[CH2:30]([O:32][CH2:33]Cl)[CH3:31], predict the reaction product. The product is: [Cl:1][C:2]1[CH:7]=[C:6]([Cl:8])[CH:5]=[CH:4][C:3]=1[C:9]1[C:27](=[O:28])[N:26]([CH3:29])[C:12]2[N:13]([CH3:25])[C:14]3[C:19]([C:11]=2[CH:10]=1)=[CH:18][C:17]([C:20]1[CH:24]=[CH:23][N:22]([CH2:33][O:32][CH2:30][CH3:31])[N:21]=1)=[CH:16][CH:15]=3. (7) Given the reactants CON(C)[C:4]([C:6]1[N:7]=[CH:8][N:9]([C:11]2[CH:12]=[C:13]([C:17]3[CH:22]=[CH:21][CH:20]=[CH:19][C:18]=3[O:23][C:24]([F:27])([F:26])[F:25])[CH:14]=[CH:15][CH:16]=2)[CH:10]=1)=[O:5].[O:29]1[CH:33]=[CH:32][CH:31]=[CH:30]1, predict the reaction product. The product is: [O:29]1[CH:33]=[CH:32][CH:31]=[C:30]1[C:4]([C:6]1[N:7]=[CH:8][N:9]([C:11]2[CH:12]=[C:13]([C:17]3[CH:22]=[CH:21][CH:20]=[CH:19][C:18]=3[O:23][C:24]([F:25])([F:26])[F:27])[CH:14]=[CH:15][CH:16]=2)[CH:10]=1)=[O:5].